Dataset: NCI-60 drug combinations with 297,098 pairs across 59 cell lines. Task: Regression. Given two drug SMILES strings and cell line genomic features, predict the synergy score measuring deviation from expected non-interaction effect. (1) Drug 1: CC1C(C(CC(O1)OC2CC(CC3=C2C(=C4C(=C3O)C(=O)C5=C(C4=O)C(=CC=C5)OC)O)(C(=O)C)O)N)O.Cl. Drug 2: CS(=O)(=O)CCNCC1=CC=C(O1)C2=CC3=C(C=C2)N=CN=C3NC4=CC(=C(C=C4)OCC5=CC(=CC=C5)F)Cl. Cell line: NCIH23. Synergy scores: CSS=22.5, Synergy_ZIP=5.48, Synergy_Bliss=8.54, Synergy_Loewe=-20.3, Synergy_HSA=7.68. (2) Drug 1: CCN(CC)CCCC(C)NC1=C2C=C(C=CC2=NC3=C1C=CC(=C3)Cl)OC. Drug 2: CC1=C(C(=O)C2=C(C1=O)N3CC4C(C3(C2COC(=O)N)OC)N4)N. Cell line: CCRF-CEM. Synergy scores: CSS=77.9, Synergy_ZIP=-2.58, Synergy_Bliss=-2.35, Synergy_Loewe=-0.222, Synergy_HSA=-0.0323.